From a dataset of Reaction yield outcomes from USPTO patents with 853,638 reactions. Predict the reaction yield, written as a fraction of the theoretical maximum amount of product (1.0 means a 100% yield; for example, 0.34 means a 34% yield). (1) The reactants are [F:1][C:2]1[C:8]([F:9])=[CH:7][CH:6]=[CH:5][C:3]=1[NH2:4].[N:10]([O-])=O.[Na+].C([O-])(=O)C.[Na+].[C:19]([CH2:22][C:23](=[O:25])[CH3:24])(=[O:21])[CH3:20]. The catalyst is C(O)(=O)C.Cl.O. The product is [F:1][C:2]1[C:8]([F:9])=[CH:7][CH:6]=[CH:5][C:3]=1[NH:4][N:10]=[C:22]([C:23](=[O:25])[CH3:24])[C:19](=[O:21])[CH3:20]. The yield is 0.480. (2) The reactants are [Br:1][C:2]1[CH:7]=[CH:6][C:5]([CH:8]2[CH2:13][CH2:12][CH2:11][NH:10][CH2:9]2)=[CH:4][CH:3]=1.C(N(CC)CC)C.[C:21]([O:25][C:26](O[C:26]([O:25][C:21]([CH3:24])([CH3:23])[CH3:22])=[O:27])=[O:27])([CH3:24])([CH3:23])[CH3:22]. The catalyst is O1CCCC1. The product is [C:21]([O:25][C:26]([N:10]1[CH2:11][CH2:12][CH2:13][CH:8]([C:5]2[CH:4]=[CH:3][C:2]([Br:1])=[CH:7][CH:6]=2)[CH2:9]1)=[O:27])([CH3:24])([CH3:23])[CH3:22]. The yield is 1.00. (3) The reactants are [F:1][C:2]1[CH:23]=[CH:22][CH:21]=[CH:20][C:3]=1[CH2:4][N:5]1[C:13]2[CH2:12][CH2:11][NH:10][CH2:9][C:8]=2[C:7]([C:14]2[N:19]=[CH:18][CH:17]=[CH:16][N:15]=2)=[N:6]1.N1C=CC=CC=1.[C:30](Cl)(=[O:37])[C:31]1[CH:36]=[CH:35][CH:34]=[CH:33][CH:32]=1. The catalyst is C(Cl)Cl. The product is [F:1][C:2]1[CH:23]=[CH:22][CH:21]=[CH:20][C:3]=1[CH2:4][N:5]1[C:13]2[CH2:12][CH2:11][N:10]([C:30]([C:31]3[CH:36]=[CH:35][CH:34]=[CH:33][CH:32]=3)=[O:37])[CH2:9][C:8]=2[C:7]([C:14]2[N:15]=[CH:16][CH:17]=[CH:18][N:19]=2)=[N:6]1. The yield is 0.608. (4) The reactants are [NH:1]1[CH2:6][CH:5]=[C:4]([C:7]2[CH:19]=[CH:18][C:10]([CH2:11][C@@H:12]([C:14]([O:16][CH3:17])=[O:15])[NH2:13])=[CH:9][CH:8]=2)[CH2:3][CH2:2]1.C(N(C(C)C)CC)(C)C.Cl.[N:30]1[CH:35]=[CH:34][CH:33]=[C:32]([S:36](Cl)(=[O:38])=[O:37])[CH:31]=1.N1CCNCC1. The catalyst is C(Cl)Cl. The product is [N:30]1[CH:35]=[CH:34][CH:33]=[C:32]([S:36]([N:1]2[CH2:2][CH:3]=[C:4]([C:7]3[CH:19]=[CH:18][C:10]([CH2:11][C@@H:12]([C:14]([O:16][CH3:17])=[O:15])[NH2:13])=[CH:9][CH:8]=3)[CH2:5][CH2:6]2)(=[O:38])=[O:37])[CH:31]=1. The yield is 0.460. (5) The reactants are Br[C:2]1[CH:7]=[CH:6][C:5]([F:8])=[CH:4][C:3]=1[CH:9]1[O:13]CCO1.C([Li])CCC.[B:19](OC(C)C)([O:24]C(C)C)[O:20]C(C)C.Cl. The catalyst is O1CCCC1.CCCCCC.O. The product is [F:8][C:5]1[CH:6]=[CH:7][C:2]([B:19]([OH:24])[OH:20])=[C:3]([CH:9]=[O:13])[CH:4]=1. The yield is 0.770. (6) No catalyst specified. The reactants are [F:1][C:2]1[CH:7]=[CH:6][C:5]([C:8]2[CH:9]=[C:10]([C:15]([O:17]C)=[O:16])[C:11](=[O:14])[NH:12][N:13]=2)=[CH:4][C:3]=1[CH3:19].CS(O[CH2:25][CH2:26][CH2:27][C:28]1[CH:33]=[CH:32][CH:31]=[C:30]([Cl:34])[CH:29]=1)(=O)=O. The product is [C:15]([C:10]1[C:11](=[O:14])[N:12]([CH2:25][CH2:26][CH2:27][C:28]2[CH:33]=[CH:32][CH:31]=[C:30]([Cl:34])[CH:29]=2)[N:13]=[C:8]([C:5]2[CH:6]=[CH:7][C:2]([F:1])=[C:3]([CH3:19])[CH:4]=2)[CH:9]=1)([OH:17])=[O:16]. The yield is 0.791. (7) The reactants are CC1(C)C(C)(C)OB([C:9]2[CH:10]=[C:11]([CH:20]=[CH:21][CH:22]=2)[O:12][CH2:13][C:14]2[CH:15]=[N:16][CH:17]=[CH:18][CH:19]=2)O1.[C:24]([O:28][C:29]([N:31]([C:48]1[CH:53]=[CH:52][N:51]=[C:50](Cl)[N:49]=1)[C:32]1[CH:33]=[C:34]2[C:38](=[CH:39][CH:40]=1)[N:37](C(OC(C)(C)C)=O)[N:36]=[CH:35]2)=[O:30])([CH3:27])([CH3:26])[CH3:25].C([O-])([O-])=O.[K+].[K+]. The catalyst is O1CCOCC1.O.C1C=CC(P(C2C=CC=CC=2)[C-]2C=CC=C2)=CC=1.C1C=CC(P(C2C=CC=CC=2)[C-]2C=CC=C2)=CC=1.Cl[Pd]Cl.[Fe+2]. The product is [NH:37]1[C:38]2[C:34](=[CH:33][C:32]([N:31]([C:48]3[CH:53]=[CH:52][N:51]=[C:50]([C:9]4[CH:22]=[CH:21][CH:20]=[C:11]([O:12][CH2:13][C:14]5[CH:15]=[N:16][CH:17]=[CH:18][CH:19]=5)[CH:10]=4)[N:49]=3)[C:29](=[O:30])[O:28][C:24]([CH3:27])([CH3:25])[CH3:26])=[CH:40][CH:39]=2)[CH:35]=[N:36]1. The yield is 0.500. (8) The reactants are Cl[C:2]1[N:7]=[C:6]([NH:8][C:9]2[CH:14]=[CH:13][C:12]([N:15]3[CH2:20][CH2:19][O:18][CH2:17][CH2:16]3)=[CH:11][C:10]=2[O:21][CH3:22])[C:5]([Cl:23])=[CH:4][N:3]=1.[CH2:24]([N:26]1[CH2:32][CH2:31][C:30]2[CH:33]=[C:34]([NH2:37])[CH:35]=[CH:36][C:29]=2[CH2:28][CH2:27]1)[CH3:25].Cl.C(=O)([O-])[O-]. The catalyst is COCCO.O1CCOCC1. The product is [Cl:23][C:5]1[C:6]([NH:8][C:9]2[CH:14]=[CH:13][C:12]([N:15]3[CH2:20][CH2:19][O:18][CH2:17][CH2:16]3)=[CH:11][C:10]=2[O:21][CH3:22])=[N:7][C:2]([NH:37][C:34]2[CH:35]=[CH:36][C:29]3[CH2:28][CH2:27][N:26]([CH2:24][CH3:25])[CH2:32][CH2:31][C:30]=3[CH:33]=2)=[N:3][CH:4]=1. The yield is 0.170. (9) The reactants are [C:1]([C:3]1[CH:4]=[C:5]([C:9]2[CH:10]=[CH:11][C:12]3[O:16][C:15]([C:17]4[CH:22]=[CH:21][C:20]([F:23])=[CH:19][CH:18]=4)=[C:14]([C:24]([NH:26][CH3:27])=[O:25])[C:13]=3[CH:28]=2)[CH:6]=[CH:7][CH:8]=1)#[N:2].N[C@@H:30]([CH:33]([CH3:35])[CH3:34])[CH2:31][OH:32]. The catalyst is C1(Cl)C=CC=CC=1.[Cl-].[Zn+2].[Cl-]. The product is [F:23][C:20]1[CH:21]=[CH:22][C:17]([C:15]2[O:16][C:12]3[CH:11]=[CH:10][C:9]([C:5]4[CH:6]=[CH:7][CH:8]=[C:3]([C:1]5[O:32][CH2:31][C@H:30]([CH:33]([CH3:35])[CH3:34])[N:2]=5)[CH:4]=4)=[CH:28][C:13]=3[C:14]=2[C:24]([NH:26][CH3:27])=[O:25])=[CH:18][CH:19]=1. The yield is 0.170.